The task is: Predict the reactants needed to synthesize the given product.. This data is from Full USPTO retrosynthesis dataset with 1.9M reactions from patents (1976-2016). Given the product [Cl:1][C:2]1[CH:3]=[C:4]([CH:31]=[CH:32][CH:33]=1)[CH2:5][NH:6][C:7]([C:9]1[CH:30]=[CH:29][C:12]2[S:13](=[O:42])[C:14]3[CH:28]=[CH:27][CH:26]=[CH:25][C:15]=3[C:16]([C:18]3[CH:23]=[CH:22][C:21]([F:24])=[CH:20][CH:19]=3)=[N:17][C:11]=2[CH:10]=1)=[O:8], predict the reactants needed to synthesize it. The reactants are: [Cl:1][C:2]1[CH:3]=[C:4]([CH:31]=[CH:32][CH:33]=1)[CH2:5][NH:6][C:7]([C:9]1[CH:30]=[CH:29][C:12]2[S:13][C:14]3[CH:28]=[CH:27][CH:26]=[CH:25][C:15]=3[C:16]([C:18]3[CH:23]=[CH:22][C:21]([F:24])=[CH:20][CH:19]=3)=[N:17][C:11]=2[CH:10]=1)=[O:8].ClC1C=CC=C(C(OO)=[O:42])C=1.